This data is from Full USPTO retrosynthesis dataset with 1.9M reactions from patents (1976-2016). The task is: Predict the reactants needed to synthesize the given product. (1) Given the product [CH:1]1([CH2:4][CH:5]([NH:7][S:8]([C:10]([CH3:11])([CH3:13])[CH3:12])=[O:9])[CH3:6])[CH2:2][CH2:3]1, predict the reactants needed to synthesize it. The reactants are: [CH:1]1([CH2:4]/[C:5](=[N:7]/[S:8]([C:10]([CH3:13])([CH3:12])[CH3:11])=[O:9])/[CH3:6])[CH2:3][CH2:2]1.CC(C[AlH]CC(C)C)C.CO. (2) Given the product [CH3:1][CH:2]1[CH2:8][CH:7]([CH3:9])[CH2:6][CH:5]2[CH:3]1[CH:4]2[C:10]([OH:12])=[O:11], predict the reactants needed to synthesize it. The reactants are: [CH3:1][CH:2]1[CH2:8][CH:7]([CH3:9])[CH2:6][CH:5]2[CH:3]1[CH:4]2[C:10]([O:12]CC)=[O:11].C[C@@]12[C@@H](C(OCC)=O)C1C[C@@H]1[C@@H](C1(C)C)C2. (3) The reactants are: [CH:1]1([O:6][CH2:7][CH2:8][O:9][C:10]2[CH:20]=[CH:19][C:13]([O:14][CH2:15][CH:16]3[CH2:18][O:17]3)=[CH:12][CH:11]=2)[CH2:5][CH2:4][CH2:3][CH2:2]1.Cl.[NH2:22][CH2:23][CH2:24][NH:25][C:26]([NH:28][C:29]1[CH:34]=[CH:33][C:32]([OH:35])=[C:31]([F:36])[CH:30]=1)=[O:27]. Given the product [CH:1]1([O:6][CH2:7][CH2:8][O:9][C:10]2[CH:20]=[CH:19][C:13]([O:14][CH2:15][CH:16]([OH:17])[CH2:18][NH:22][CH2:23][CH2:24][NH:25][C:26]([NH:28][C:29]3[CH:34]=[CH:33][C:32]([OH:35])=[C:31]([F:36])[CH:30]=3)=[O:27])=[CH:12][CH:11]=2)[CH2:5][CH2:4][CH2:3][CH2:2]1, predict the reactants needed to synthesize it. (4) Given the product [C:1]([O:5][C:6](=[O:30])[CH2:7][O:8][C:9]1[CH:14]=[CH:13][C:12]([Cl:15])=[CH:11][C:10]=1[C:16]#[C:17][C:18]1[CH:19]=[C:20]([S:24]([CH3:27])(=[O:26])=[O:25])[CH:21]=[CH:22][C:23]=1[CH3:31])([CH3:4])([CH3:2])[CH3:3], predict the reactants needed to synthesize it. The reactants are: [C:1]([O:5][C:6](=[O:30])[CH2:7][O:8][C:9]1[CH:14]=[CH:13][C:12]([Cl:15])=[CH:11][C:10]=1[C:16]#[C:17][C:18]1[CH:23]=[CH:22][CH:21]=[C:20]([S:24]([CH2:27]CC)(=[O:26])=[O:25])[CH:19]=1)([CH3:4])([CH3:3])[CH3:2].[C:31](OC(=O)COC1C=CC(Cl)=CC=1C#C)(C)(C)C.IC1C=C(S(C)(=O)=O)C=CC=1C. (5) Given the product [Br:13][C:14]1[CH:21]=[CH:20][C:17]([C:18]2[NH:12][C:7]3[CH:6]=[C:5]([S:2]([CH3:1])(=[O:3])=[O:4])[CH:10]=[CH:9][C:8]=3[N:11]=2)=[CH:16][CH:15]=1, predict the reactants needed to synthesize it. The reactants are: [CH3:1][S:2]([C:5]1[CH:6]=[C:7]([NH2:12])[C:8]([NH2:11])=[CH:9][CH:10]=1)(=[O:4])=[O:3].[Br:13][C:14]1[CH:21]=[CH:20][C:17]([CH:18]=O)=[CH:16][CH:15]=1.C[Si](Cl)(C)C.C([O-])([O-])=O.[Na+].[Na+]. (6) Given the product [O:25]1[CH2:30][CH2:29][CH2:28][CH2:27][CH:26]1[C:6]1([S:8][C@H:9]([CH2:20][O:21][C:22](=[O:24])[CH3:23])[C@@H:10]([O:16][C:17](=[O:19])[CH3:18])[C@H:11]([O:12][C:13](=[O:15])[CH3:14])[C@H:5]1[O:4][C:1](=[O:3])[CH3:2])[OH:7], predict the reactants needed to synthesize it. The reactants are: [C:1]([O:4][C@@H:5]1[C@@H:11]([O:12][C:13](=[O:15])[CH3:14])[C@H:10]([O:16][C:17](=[O:19])[CH3:18])[C@@H:9]([CH2:20][O:21][C:22](=[O:24])[CH3:23])[S:8][CH:6]1[OH:7])(=[O:3])[CH3:2].[O:25]1[CH:30]=[CH:29][CH2:28][CH2:27][CH2:26]1.C(=O)(O)[O-].[Na+].